Dataset: Full USPTO retrosynthesis dataset with 1.9M reactions from patents (1976-2016). Task: Predict the reactants needed to synthesize the given product. (1) Given the product [F:1][C:2]1[CH:29]=[CH:28][CH:27]=[C:26]([F:30])[C:3]=1[CH2:4][O:5][C:6]1[CH:7]=[CH:8][C:9]([CH3:25])=[C:10]([N:12]2[CH2:21][C:20]3[C:15](=[CH:16][C:17]([C:22](=[N:32][OH:33])[NH2:23])=[CH:18][CH:19]=3)[NH:14][C:13]2=[O:24])[CH:11]=1, predict the reactants needed to synthesize it. The reactants are: [F:1][C:2]1[CH:29]=[CH:28][CH:27]=[C:26]([F:30])[C:3]=1[CH2:4][O:5][C:6]1[CH:7]=[CH:8][C:9]([CH3:25])=[C:10]([N:12]2[CH2:21][C:20]3[C:15](=[CH:16][C:17]([C:22]#[N:23])=[CH:18][CH:19]=3)[NH:14][C:13]2=[O:24])[CH:11]=1.Cl.[NH2:32][OH:33].C(=O)([O-])O.[Na+].O. (2) Given the product [CH2:23]([O:22][C:18]1[CH:17]=[C:16]([CH:21]=[CH:20][CH:19]=1)[O:15][C:12]1[CH:13]=[CH:14][C:9]([CH2:8][CH2:7][CH2:6][CH:5]([NH:31][C:32]([O:34][C:35]([CH3:38])([CH3:37])[CH3:36])=[O:33])[C:4](=[O:39])[CH3:41])=[C:10]([Cl:30])[CH:11]=1)[C:24]1[CH:25]=[CH:26][CH:27]=[CH:28][CH:29]=1, predict the reactants needed to synthesize it. The reactants are: CON(C)[C:4](=[O:39])[CH:5]([NH:31][C:32]([O:34][C:35]([CH3:38])([CH3:37])[CH3:36])=[O:33])[CH2:6][CH2:7][CH2:8][C:9]1[CH:14]=[CH:13][C:12]([O:15][C:16]2[CH:21]=[CH:20][CH:19]=[C:18]([O:22][CH2:23][C:24]3[CH:29]=[CH:28][CH:27]=[CH:26][CH:25]=3)[CH:17]=2)=[CH:11][C:10]=1[Cl:30].[CH3:41][Mg+].[Br-].O. (3) The reactants are: N1(C(OC2C=CC(Cl)=CC=2C(=O)NC2C=CC([N+]([O-])=O)=CC=2Cl)=O)CCCC1C([O-])=O.[NH:32]1[CH2:36][CH2:35][CH2:34][C@H:33]1[C:37]([O:39][C:40]([CH3:43])([CH3:42])[CH3:41])=[O:38].C(N(C(C)C)CC)(C)C.[Cl:53][C:54]([O:57]C(=O)OC(Cl)(Cl)Cl)(Cl)Cl.ClC1C=CC(O)=C(C=1)C(NC1C=CC([N+]([O-])=O)=CC=1Cl)=O. Given the product [Cl:53][C:54]([N:32]1[CH2:36][CH2:35][CH2:34][C@H:33]1[C:37]([O:39][C:40]([CH3:43])([CH3:42])[CH3:41])=[O:38])=[O:57], predict the reactants needed to synthesize it. (4) Given the product [Cl:31][CH2:32][C:33]1[N:34]=[C:35]([NH:38][C:8](=[O:9])[C:7]2[CH:11]=[C:12]([O:14][C:15]3[CH:20]=[CH:19][C:18]([S:21]([CH3:24])(=[O:23])=[O:22])=[CH:17][CH:16]=3)[CH:13]=[C:5]([O:4][CH:2]([CH3:3])[CH3:1])[CH:6]=2)[S:36][CH:37]=1, predict the reactants needed to synthesize it. The reactants are: [CH3:1][CH:2]([O:4][C:5]1[CH:6]=[C:7]([CH:11]=[C:12]([O:14][C:15]2[CH:20]=[CH:19][C:18]([S:21]([CH3:24])(=[O:23])=[O:22])=[CH:17][CH:16]=2)[CH:13]=1)[C:8](O)=[O:9])[CH3:3].C(Cl)(=O)C(Cl)=O.[Cl:31][CH2:32][C:33]1[N:34]=[C:35]([NH2:38])[S:36][CH:37]=1.C(N(C(C)C)CC)(C)C.CN(C1C=CC=CN=1)C. (5) Given the product [NH2:1][C:2]1[N:6]([C@@H:7]2[CH2:12][CH2:11][CH2:10][N:9]([C:13](=[O:19])/[CH:14]=[CH:15]/[CH2:16][F:38])[CH2:8]2)[N:5]=[C:4]([C:20]2[CH:21]=[CH:22][C:23]([O:26][C:27]3[CH:32]=[CH:31][C:30]([F:33])=[CH:29][C:28]=3[F:34])=[CH:24][CH:25]=2)[C:3]=1[C:35]([NH2:37])=[O:36], predict the reactants needed to synthesize it. The reactants are: [NH2:1][C:2]1[N:6]([C@@H:7]2[CH2:12][CH2:11][CH2:10][N:9]([C:13](=[O:19])/[CH:14]=[CH:15]/[CH2:16]CO)[CH2:8]2)[N:5]=[C:4]([C:20]2[CH:25]=[CH:24][C:23]([O:26][C:27]3[CH:32]=[CH:31][C:30]([F:33])=[CH:29][C:28]=3[F:34])=[CH:22][CH:21]=2)[C:3]=1[C:35]([NH2:37])=[O:36].[F:38]C/C=C/C(O)=O.